This data is from Reaction yield outcomes from USPTO patents with 853,638 reactions. The task is: Predict the reaction yield, written as a fraction of the theoretical maximum amount of product (1.0 means a 100% yield; for example, 0.34 means a 34% yield). (1) The reactants are [NH2:1][C:2]12[CH2:10][CH2:9][CH:6]([CH2:7][CH2:8]1)[CH2:5][N:4]1[C:11](=[O:36])[C:12]([O:28]CC3C=CC=CC=3)=[C:13]([C:15]3[S:16][C:17]([CH2:20][C:21]4[CH:26]=[CH:25][C:24]([F:27])=[CH:23][CH:22]=4)=[CH:18][N:19]=3)[N:14]=[C:3]21.[CH3:37][N:38]([CH3:44])[C:39](=[O:43])[C:40](O)=[O:41].CN(C(ON1N=NC2C=CC=NC1=2)=[N+](C)C)C.F[P-](F)(F)(F)(F)F. The catalyst is CN(C=O)C.CN(C1C=CN=CC=1)C. The product is [F:27][C:24]1[CH:23]=[CH:22][C:21]([CH2:20][C:17]2[S:16][C:15]([C:13]3[N:14]=[C:3]4[C:2]5([NH:1][C:40](=[O:41])[C:39]([N:38]([CH3:44])[CH3:37])=[O:43])[CH2:8][CH2:7][CH:6]([CH2:9][CH2:10]5)[CH2:5][N:4]4[C:11](=[O:36])[C:12]=3[OH:28])=[N:19][CH:18]=2)=[CH:26][CH:25]=1. The yield is 0.153. (2) No catalyst specified. The reactants are [NH2:1][C:2]1[CH:11]=[CH:10][C:5]([C:6]([O:8][CH3:9])=[O:7])=[CH:4][C:3]=1[I:12].[CH3:13][C:14](=[CH2:17])[CH:15]=O.Cl.C([O-])(O)=O.[Na+]. The product is [I:12][C:3]1[CH:4]=[C:5]([C:6]([O:8][CH3:9])=[O:7])[CH:10]=[C:11]2[C:2]=1[N:1]=[CH:15][C:14]([CH3:17])=[CH:13]2. The yield is 0.330. (3) The reactants are CS([O:5][C@@H:6]1[CH2:10][CH2:9][N:8]([CH:11]2[CH2:16][CH2:15][N:14]([C:17]([O:19][C:20]([CH3:23])([CH3:22])[CH3:21])=[O:18])[CH2:13][CH2:12]2)[C:7]1=[O:24])(=O)=O.[Br:25][C:26]1[CH:31]=[CH:30][C:29](O)=[C:28]([F:33])[CH:27]=1.C([O-])([O-])=O.[K+].[K+].O. The catalyst is CS(C)=O. The product is [Br:25][C:26]1[CH:31]=[CH:30][C:29]([O:5][C@H:6]2[CH2:10][CH2:9][N:8]([CH:11]3[CH2:16][CH2:15][N:14]([C:17]([O:19][C:20]([CH3:23])([CH3:22])[CH3:21])=[O:18])[CH2:13][CH2:12]3)[C:7]2=[O:24])=[C:28]([F:33])[CH:27]=1. The yield is 0.840. (4) The reactants are [F:1][C:2]1[CH:10]=[CH:9][C:8]2[N:7]([CH2:11][C:12]3[CH:21]=[CH:20][C:15]([C:16]([O:18][CH3:19])=[O:17])=[CH:14][CH:13]=3)[C:6]3[CH2:22][CH2:23][N:24]([CH2:27][CH2:28]O)[C:25](=[O:26])[C:5]=3[C:4]=2[CH:3]=1.CCN(C(C)C)C(C)C.CS(Cl)(=O)=O.[OH:44][CH2:45][C@H:46]1[CH2:50][CH2:49][CH2:48][NH:47]1. The catalyst is C(#N)C. The product is [F:1][C:2]1[CH:10]=[CH:9][C:8]2[N:7]([CH2:11][C:12]3[CH:21]=[CH:20][C:15]([C:16]([O:18][CH3:19])=[O:17])=[CH:14][CH:13]=3)[C:6]3[CH2:22][CH2:23][N:24]([CH2:27][CH2:28][N:47]4[CH2:48][CH2:49][CH2:50][C@@H:46]4[CH2:45][OH:44])[C:25](=[O:26])[C:5]=3[C:4]=2[CH:3]=1. The yield is 0.330.